Task: Predict which catalyst facilitates the given reaction.. Dataset: Catalyst prediction with 721,799 reactions and 888 catalyst types from USPTO (1) Reactant: C(OCC)(=O)C.[C:7]([O:11][C:12]([NH:14][C:15]1([CH:21]=[CH:22][C:23]([O:25][CH2:26][CH3:27])=[O:24])[CH2:20][CH2:19][O:18][CH2:17][CH2:16]1)=[O:13])([CH3:10])([CH3:9])[CH3:8].[H][H]. Product: [C:7]([O:11][C:12]([NH:14][C:15]1([CH2:21][CH2:22][C:23]([O:25][CH2:26][CH3:27])=[O:24])[CH2:20][CH2:19][O:18][CH2:17][CH2:16]1)=[O:13])([CH3:10])([CH3:9])[CH3:8]. The catalyst class is: 352. (2) Reactant: Cl[C:2]1[C:11]2[C:6](=[CH:7][C:8]([O:14][CH3:15])=[C:9]([O:12][CH3:13])[CH:10]=2)[N:5]=[CH:4][CH:3]=1.[Br:16][C:17]1[CH:18]=[CH:19][C:20]([OH:31])=[C:21]([CH:30]=1)[C:22]([C:24]1[CH:29]=[CH:28][CH:27]=[CH:26][CH:25]=1)=[O:23]. Product: [Br:16][C:17]1[CH:18]=[CH:19][C:20]([O:31][C:2]2[C:11]3[C:6](=[CH:7][C:8]([O:14][CH3:15])=[C:9]([O:12][CH3:13])[CH:10]=3)[N:5]=[CH:4][CH:3]=2)=[C:21]([C:22]([C:24]2[CH:29]=[CH:28][CH:27]=[CH:26][CH:25]=2)=[O:23])[CH:30]=1. The catalyst class is: 420. (3) Reactant: [NH2:1][CH2:2][CH2:3][CH2:4][C:5]1([C:23]2[CH:28]=[CH:27][CH:26]=[CH:25][CH:24]=2)[CH:9]=[C:8]([C:10]2[CH:15]=[C:14]([Cl:16])[CH:13]=[CH:12][C:11]=2[F:17])[CH2:7][N:6]1[C:18]([N:20]([CH3:22])[CH3:21])=[O:19].C[Si]([N:33]=[C:34]=[O:35])(C)C.C(N(CC)CC)C. The catalyst class is: 2. Product: [NH2:33][C:34]([NH:1][CH2:2][CH2:3][CH2:4][C:5]1([C:23]2[CH:24]=[CH:25][CH:26]=[CH:27][CH:28]=2)[CH:9]=[C:8]([C:10]2[CH:15]=[C:14]([Cl:16])[CH:13]=[CH:12][C:11]=2[F:17])[CH2:7][N:6]1[C:18]([N:20]([CH3:22])[CH3:21])=[O:19])=[O:35]. (4) Reactant: [NH2:1][C:2]1[S:3][CH:4]=[C:5]([CH2:7][C:8]([O:10][CH2:11][CH3:12])=[O:9])[N:6]=1.C(N(CC)CC)C.[C:20](O[C:20]([O:22][C:23]([CH3:26])([CH3:25])[CH3:24])=[O:21])([O:22][C:23]([CH3:26])([CH3:25])[CH3:24])=[O:21]. Product: [C:23]([O:22][C:20]([NH:1][C:2]1[S:3][CH:4]=[C:5]([CH2:7][C:8]([O:10][CH2:11][CH3:12])=[O:9])[N:6]=1)=[O:21])([CH3:26])([CH3:25])[CH3:24]. The catalyst class is: 4. (5) Reactant: [CH2:1]([N:4]([CH2:12][CH:13]=[CH2:14])[C:5]1[CH:10]=[N:9][C:8](Br)=[CH:7][N:6]=1)[CH:2]=[CH2:3].C([Li])CCC.[CH3:20][C:21]([N:25]1[CH2:36][CH2:35][C:28]2([C:32](=[O:33])[NH:31][CH:30]([CH3:34])[CH2:29]2)[CH2:27][CH2:26]1)([CH3:24])[CH:22]=[O:23]. Product: [CH2:1]([N:4]([CH2:12][CH:13]=[CH2:14])[C:5]1[N:6]=[CH:7][C:8]([CH:22]([OH:23])[C:21]([N:25]2[CH2:36][CH2:35][C:28]3([C:32](=[O:33])[NH:31][CH:30]([CH3:34])[CH2:29]3)[CH2:27][CH2:26]2)([CH3:20])[CH3:24])=[N:9][CH:10]=1)[CH:2]=[CH2:3]. The catalyst class is: 7. (6) Reactant: [C:1]([C:4]1[CH:11]=[CH:10][CH:9]=[CH:8][C:5]=1[CH:6]=[O:7])([OH:3])=O.[PH2:12]([OH:14])=[O:13]. Product: [O:7]=[C:6]1[C:5]2[C:4](=[CH:11][CH:10]=[CH:9][CH:8]=2)[CH:1]([P:12]([CH:6]2[C:5]3[C:4](=[CH:11][CH:10]=[CH:9][CH:8]=3)[C:1](=[O:3])[O:7]2)(=[O:14])[OH:13])[O:3]1. The catalyst class is: 11. (7) Reactant: [F:1][C:2]([F:23])([F:22])[C:3]1[CH:4]=[C:5]([C:9]2[C:17]3[C:12](=[CH:13][C:14]([C:18]([O:20]C)=[O:19])=[CH:15][CH:16]=3)[NH:11][CH:10]=2)[CH:6]=[CH:7][CH:8]=1.O[Li].O. Product: [F:22][C:2]([F:1])([F:23])[C:3]1[CH:4]=[C:5]([C:9]2[C:17]3[C:12](=[CH:13][C:14]([C:18]([OH:20])=[O:19])=[CH:15][CH:16]=3)[NH:11][CH:10]=2)[CH:6]=[CH:7][CH:8]=1. The catalyst class is: 20. (8) Reactant: [Cl:1][C:2]1[CH:7]=[CH:6][C:5]([OH:8])=[CH:4][N:3]=1.[CH3:9][N:10]1[CH2:15][CH2:14][N:13]([C:16]2[CH:17]=[C:18](B(O)O)[CH:19]=[CH:20][CH:21]=2)[CH2:12][CH2:11]1.C(N(CC)CC)C. Product: [Cl:1][C:2]1[N:3]=[CH:4][C:5]([O:8][C:20]2[CH:21]=[C:16]([N:13]3[CH2:14][CH2:15][N:10]([CH3:9])[CH2:11][CH2:12]3)[CH:17]=[CH:18][CH:19]=2)=[CH:6][CH:7]=1. The catalyst class is: 221. (9) Product: [CH3:2][O:3][C:4]1[CH:9]=[CH:8][C:7]([NH:10][S:11]([C:14]2[C:22]3[O:21][C:20]([F:24])([F:23])[O:19][C:18]=3[CH:17]=[CH:16][CH:15]=2)(=[O:13])=[O:12])=[CH:6][C:5]=1[N:25]1[CH2:30][CH2:29][N:28]([CH3:33])[CH2:27][CH2:26]1. Reactant: Cl.[CH3:2][O:3][C:4]1[CH:9]=[CH:8][C:7]([NH:10][S:11]([C:14]2[C:22]3[O:21][C:20]([F:24])([F:23])[O:19][C:18]=3[CH:17]=[CH:16][CH:15]=2)(=[O:13])=[O:12])=[CH:6][C:5]=1[N:25]1[CH2:30][CH2:29][NH:28][CH2:27][CH2:26]1.C=O.[C:33](O[BH-](OC(=O)C)OC(=O)C)(=O)C.[Na+].S([O-])([O-])(=O)=O.[Na+].[Na+]. The catalyst class is: 4. (10) Reactant: Cl[C:2]1[N:7]=[C:6]([N:8]2[CH2:14][CH2:13][CH2:12][N:11]([CH3:15])[CH2:10][CH2:9]2)[CH:5]=[N:4][CH:3]=1.C([O-])([O-])=O.[Cs+].[Cs+].[CH:22]([C:24]1[CH:25]=[C:26](B(O)O)[CH:27]=[N:28][CH:29]=1)=[O:23]. Product: [CH3:15][N:11]1[CH2:12][CH2:13][CH2:14][N:8]([C:6]2[N:7]=[C:2]([C:26]3[CH:27]=[N:28][CH:29]=[C:24]([CH:25]=3)[CH:22]=[O:23])[CH:3]=[N:4][CH:5]=2)[CH2:9][CH2:10]1. The catalyst class is: 38.